The task is: Predict which catalyst facilitates the given reaction.. This data is from Catalyst prediction with 721,799 reactions and 888 catalyst types from USPTO. (1) Reactant: CO.[OH-].[Na+].[O:5]([C:12]1[CH:24]=[CH:23][C:15]([C:16]([O:18]C(C)(C)C)=[O:17])=[C:14]([NH:25][C:26](=[O:38])[C:27]2[CH:32]=[CH:31][CH:30]=[C:29]([N:33]3[CH:37]=[CH:36][CH:35]=[CH:34]3)[CH:28]=2)[CH:13]=1)[C:6]1[CH:11]=[CH:10][CH:9]=[CH:8][CH:7]=1.Cl. Product: [O:5]([C:12]1[CH:24]=[CH:23][C:15]([C:16]([OH:18])=[O:17])=[C:14]([NH:25][C:26](=[O:38])[C:27]2[CH:32]=[CH:31][CH:30]=[C:29]([N:33]3[CH:37]=[CH:36][CH:35]=[CH:34]3)[CH:28]=2)[CH:13]=1)[C:6]1[CH:7]=[CH:8][CH:9]=[CH:10][CH:11]=1. The catalyst class is: 684. (2) Reactant: [CH:1]([CH:4]1[NH:9][CH2:8][CH2:7][N:6]2[C:10]3[CH:16]=[C:15]([S:17]([CH3:20])(=[O:19])=[O:18])[CH:14]=[CH:13][C:11]=3[N:12]=[C:5]12)([CH3:3])[CH3:2].Cl[C:22]1[N:27]=[C:26]([C:28]([F:31])([F:30])[F:29])[C:25]([C:32]([O:34][CH2:35][CH3:36])=[O:33])=[CH:24][N:23]=1.CCN(C(C)C)C(C)C. Product: [CH:1]([CH:4]1[N:9]([C:22]2[N:27]=[C:26]([C:28]([F:30])([F:31])[F:29])[C:25]([C:32]([O:34][CH2:35][CH3:36])=[O:33])=[CH:24][N:23]=2)[CH2:8][CH2:7][N:6]2[C:10]3[CH:16]=[C:15]([S:17]([CH3:20])(=[O:18])=[O:19])[CH:14]=[CH:13][C:11]=3[N:12]=[C:5]12)([CH3:3])[CH3:2]. The catalyst class is: 58. (3) Reactant: [NH2:1][C:2]1[CH:3]=[CH:4][C:5]([N:9]2[CH2:13][CH2:12][O:11][C:10]2=[O:14])=[N:6][C:7]=1[CH3:8].N1C=CC=CC=1.[CH3:21][C:22]1[C:26]([CH2:27][O:28][C:29]2[CH:34]=[CH:33][C:32]([S:35](Cl)(=[O:37])=[O:36])=[CH:31][CH:30]=2)=[C:25]([CH3:39])[O:24][N:23]=1. Product: [CH3:21][C:22]1[C:26]([CH2:27][O:28][C:29]2[CH:30]=[CH:31][C:32]([S:35]([NH:1][C:2]3[C:7]([CH3:8])=[N:6][C:5]([N:9]4[CH2:13][CH2:12][O:11][C:10]4=[O:14])=[CH:4][CH:3]=3)(=[O:37])=[O:36])=[CH:33][CH:34]=2)=[C:25]([CH3:39])[O:24][N:23]=1. The catalyst class is: 4. (4) Reactant: Cl.[NH2:2][CH2:3][C:4]1[CH:9]=[C:8]([F:10])[C:7]([NH:11][S:12]([CH3:15])(=[O:14])=[O:13])=[C:6]([C:16]#[CH:17])[CH:5]=1.C(N(CC)CC)C.[N:25]1([C:31]2[N:36]=[CH:35][C:34]([CH:37]=[CH:38][C:39](O)=[O:40])=[CH:33][CH:32]=2)[CH2:30][CH2:29][O:28][CH2:27][CH2:26]1.C[N+]1(C2N=C(OC)N=C(OC)N=2)CCOCC1.[Cl-]. Product: [C:16]([C:6]1[CH:5]=[C:4]([CH:9]=[C:8]([F:10])[C:7]=1[NH:11][S:12]([CH3:15])(=[O:14])=[O:13])[CH2:3][NH:2][C:39](=[O:40])[CH:38]=[CH:37][C:34]1[CH:35]=[N:36][C:31]([N:25]2[CH2:26][CH2:27][O:28][CH2:29][CH2:30]2)=[CH:32][CH:33]=1)#[CH:17]. The catalyst class is: 49. (5) Reactant: CO[CH:3](OC)[N:4]([CH3:6])[CH3:5].[C:9]1([C:15]2([C:22]3[CH:27]=[CH:26][CH:25]=[CH:24][CH:23]=3)[CH2:20][CH2:19][C:18](=[O:21])[CH:17]=[CH:16]2)[CH:14]=[CH:13][CH:12]=[CH:11][CH:10]=1. Product: [CH3:6][N:4]([CH:3]=[C:19]1[C:18](=[O:21])[CH:17]=[CH:16][C:15]([C:22]2[CH:27]=[CH:26][CH:25]=[CH:24][CH:23]=2)([C:9]2[CH:10]=[CH:11][CH:12]=[CH:13][CH:14]=2)[CH2:20]1)[CH3:5]. The catalyst class is: 9. (6) Product: [CH2:21]([C:4]1[N:5]=[N+:6]([O-:19])[C:7]2[C:16]3[CH2:15][N:14]([CH3:17])[CH2:13][CH2:12][C:11]=3[CH:10]=[CH:9][C:8]=2[N:18]=1)[CH3:22]. The catalyst class is: 104. Reactant: N#N.Cl[C:4]1[N:5]=[N+:6]([O-:19])[C:7]2[C:16]3[CH2:15][N:14]([CH3:17])[CH2:13][CH2:12][C:11]=3[CH:10]=[CH:9][C:8]=2[N:18]=1.[Sn](CC)(CC)(CC)[CH2:21][CH3:22]. (7) Reactant: Br[C:2]1[CH:3]=[C:4]2[C:8](=[CH:9][CH:10]=1)[NH:7][CH:6]=[C:5]2[CH:11]=[O:12].[F:13][C:14]([F:25])([F:24])[C:15]1[CH:20]=[CH:19][C:18](B(O)O)=[CH:17][CH:16]=1.C(=O)([O-])[O-].[Na+].[Na+]. Product: [F:13][C:14]([F:25])([F:24])[C:15]1[CH:20]=[CH:19][C:18]([C:2]2[CH:3]=[C:4]3[C:8](=[CH:9][CH:10]=2)[NH:7][CH:6]=[C:5]3[CH:11]=[O:12])=[CH:17][CH:16]=1. The catalyst class is: 558.